The task is: Regression. Given a peptide amino acid sequence and an MHC pseudo amino acid sequence, predict their binding affinity value. This is MHC class II binding data.. This data is from Peptide-MHC class II binding affinity with 134,281 pairs from IEDB. (1) The peptide sequence is DVINAPIKEFKAK. The MHC is HLA-DQA10501-DQB10301 with pseudo-sequence HLA-DQA10501-DQB10301. The binding affinity (normalized) is 0.0741. (2) The peptide sequence is LLVLAGWLFHVRGAR. The MHC is HLA-DQA10501-DQB10302 with pseudo-sequence HLA-DQA10501-DQB10302. The binding affinity (normalized) is 0.